Dataset: Forward reaction prediction with 1.9M reactions from USPTO patents (1976-2016). Task: Predict the product of the given reaction. (1) Given the reactants [CH3:1][O:2][C:3]1[CH:19]=[CH:18][C:6]([CH2:7][O:8][CH2:9][C:10]([CH3:17])([CH3:16])[C:11](=O)[CH2:12][C:13]#[N:14])=[CH:5][CH:4]=1.[OH-:20].[Na+].S(O)(O)(=O)=O.[NH2:27]O, predict the reaction product. The product is: [CH3:16][C:10]([C:11]1[CH:12]=[C:13]([NH2:14])[O:20][N:27]=1)([CH3:17])[CH2:9][O:8][CH2:7][C:6]1[CH:18]=[CH:19][C:3]([O:2][CH3:1])=[CH:4][CH:5]=1. (2) Given the reactants [CH2:1]([N:8](C(OC(C)(C)C)=O)[CH:9]1[CH2:15][CH2:14][CH2:13][C:12]2[CH:16]=[C:17]([OH:21])[C:18]([Cl:20])=[CH:19][C:11]=2[CH2:10]1)[C:2]1[CH:7]=[CH:6][CH:5]=[CH:4][CH:3]=1.Cl, predict the reaction product. The product is: [CH2:1]([NH:8][CH:9]1[CH2:15][CH2:14][CH2:13][C:12]2[CH:16]=[C:17]([OH:21])[C:18]([Cl:20])=[CH:19][C:11]=2[CH2:10]1)[C:2]1[CH:3]=[CH:4][CH:5]=[CH:6][CH:7]=1.